Dataset: Full USPTO retrosynthesis dataset with 1.9M reactions from patents (1976-2016). Task: Predict the reactants needed to synthesize the given product. (1) Given the product [CH:1]([C:4]1[S:13][C:12]2[NH:11][C:10]3[CH:14]=[CH:15][CH:16]=[CH:17][C:9]=3[N:8]=[C:7]([N:18]3[CH2:23][CH2:22][N:21]([CH3:29])[C@@H:20]([CH2:24][CH2:25][OH:26])[CH2:19]3)[C:6]=2[N:5]=1)([CH3:3])[CH3:2], predict the reactants needed to synthesize it. The reactants are: [CH:1]([C:4]1[S:13][C:12]2[NH:11][C:10]3[CH:14]=[CH:15][CH:16]=[CH:17][C:9]=3[N:8]=[C:7]([N:18]3[CH2:23][CH2:22][NH:21][CH:20]([CH2:24][CH2:25][OH:26])[CH2:19]3)[C:6]=2[N:5]=1)([CH3:3])[CH3:2].C=O.[C:29](O[BH-](OC(=O)C)OC(=O)C)(=O)C.[Na+]. (2) The reactants are: [Cl:1][C:2]1[CH:3]=[CH:4][C:5]([C:28]([F:31])([F:30])[F:29])=[C:6]([CH:27]=1)[CH2:7][N:8]1[CH2:13][CH2:12][NH:11][C:10]2[N:14]=[CH:15][C:16]([C:18]3[CH:26]=[CH:25][C:21]([C:22](O)=[O:23])=[CH:20][CH:19]=3)=[CH:17][C:9]1=2.[CH3:32][O:33][C:34]1[CH:46]=[CH:45][C:37]([CH2:38][N:39]2[CH2:44][CH2:43][NH:42][CH2:41][CH2:40]2)=[CH:36][CH:35]=1. Given the product [Cl:1][C:2]1[CH:3]=[CH:4][C:5]([C:28]([F:30])([F:31])[F:29])=[C:6]([CH:27]=1)[CH2:7][N:8]1[CH2:13][CH2:12][NH:11][C:10]2[N:14]=[CH:15][C:16]([C:18]3[CH:19]=[CH:20][C:21]([C:22]([N:42]4[CH2:41][CH2:40][N:39]([CH2:38][C:37]5[CH:45]=[CH:46][C:34]([O:33][CH3:32])=[CH:35][CH:36]=5)[CH2:44][CH2:43]4)=[O:23])=[CH:25][CH:26]=3)=[CH:17][C:9]1=2, predict the reactants needed to synthesize it. (3) Given the product [N:8]1([C:18]([O:20][CH2:21][C:22]2[CH:27]=[CH:26][CH:25]=[CH:24][CH:23]=2)=[O:19])[CH2:9][CH:6]([C:4]([O:3][CH3:2])=[O:5])[CH2:7]1, predict the reactants needed to synthesize it. The reactants are: Cl.[CH3:2][O:3][C:4]([CH:6]1[CH2:9][NH:8][CH2:7]1)=[O:5].C(N(CC)CC)C.Cl[C:18]([O:20][CH2:21][C:22]1[CH:27]=[CH:26][CH:25]=[CH:24][CH:23]=1)=[O:19]. (4) The reactants are: [NH2:1][C:2]1[CH:31]=[CH:30][C:5]([C:6]([N:8]2[C:17]3[C:12](=[CH:13][CH:14]=[CH:15][CH:16]=3)[CH:11]([N:18]([C:22]3[CH:27]=[CH:26][C:25]([Cl:28])=[CH:24][CH:23]=3)[C:19](=[O:21])[CH3:20])[CH2:10][CH:9]2[CH3:29])=[O:7])=[CH:4][CH:3]=1.C(N(CC)CC)C.Br[CH2:40][CH2:41][O:42][C:43](Cl)=[O:44].C([O-])([O-])=O.[Cs+].[Cs+]. Given the product [Cl:28][C:25]1[CH:24]=[CH:23][C:22]([N:18]([C@H:11]2[C:12]3[C:17](=[CH:16][CH:15]=[CH:14][CH:13]=3)[N:8]([C:6](=[O:7])[C:5]3[CH:4]=[CH:3][C:2]([N:1]4[CH2:40][CH2:41][O:42][C:43]4=[O:44])=[CH:31][CH:30]=3)[C@@H:9]([CH3:29])[CH2:10]2)[C:19](=[O:21])[CH3:20])=[CH:27][CH:26]=1, predict the reactants needed to synthesize it. (5) Given the product [Cl:1][C:2]1[CH:7]=[CH:6][CH:5]=[CH:4][C:3]=1[O:8][CH2:9][C:10]1[S:16][C:14]([NH2:15])=[N:13][N:12]=1, predict the reactants needed to synthesize it. The reactants are: [Cl:1][C:2]1[CH:7]=[CH:6][CH:5]=[CH:4][C:3]=1[O:8][CH2:9][C:10]([NH:12][NH:13][C:14](=[S:16])[NH2:15])=O.CS(O)(=O)=O. (6) Given the product [C:1]([C:5]1[N:9]([CH2:10][CH:11]2[CH2:16][CH2:15][O:14][CH2:13][CH2:12]2)[C:8]2[CH:17]=[CH:18][C:19]([S:21]([NH:28][CH:25]3[CH2:27][CH2:26]3)(=[O:23])=[O:22])=[CH:20][C:7]=2[N:6]=1)([CH3:4])([CH3:3])[CH3:2], predict the reactants needed to synthesize it. The reactants are: [C:1]([C:5]1[N:9]([CH2:10][CH:11]2[CH2:16][CH2:15][O:14][CH2:13][CH2:12]2)[C:8]2[CH:17]=[CH:18][C:19]([S:21](Cl)(=[O:23])=[O:22])=[CH:20][C:7]=2[N:6]=1)([CH3:4])([CH3:3])[CH3:2].[CH:25]1([NH2:28])[CH2:27][CH2:26]1.